This data is from Forward reaction prediction with 1.9M reactions from USPTO patents (1976-2016). The task is: Predict the product of the given reaction. (1) Given the reactants CO[C:3]([CH:5]1[C:13]2[C:8](=[CH:9][C:10]([Br:16])=[C:11]([O:14][CH3:15])[CH:12]=2)[NH:7][C:6]1([CH2:18]Br)C)=[O:4].[ClH:20].[CH3:21][O:22][C:23]1[CH:28]=[CH:27][C:26]([NH2:29])=[CH:25][C:24]=1[O:30][CH2:31][CH2:32][N:33]1[CH2:38][CH2:37][CH2:36][CH2:35][CH2:34]1.[C:39]([O-])(O)=O.[Na+].C[Al](C)C, predict the reaction product. The product is: [ClH:20].[Br:16][C:10]1[C:11]([O:14][CH3:15])=[CH:12][C:13]2[C:5]3[C:3](=[O:4])[N:29]([C:26]4[CH:27]=[CH:28][C:23]([O:22][CH3:21])=[C:24]([O:30][CH2:31][CH2:32][N:33]5[CH2:38][CH2:37][CH2:36][CH2:35][CH2:34]5)[CH:25]=4)[CH2:18][C:6]=3[N:7]([CH3:39])[C:8]=2[CH:9]=1. (2) Given the reactants [Br:1][C:2]1[CH:7]=[N:6][C:5]2=[CH:8][N:9]([CH2:11][C:12](=O)[CH3:13])[N:10]=[C:4]2[CH:3]=1.[Si]([O:22][CH:23]([CH3:35])[CH2:24][N:25]1[CH:34]=[C:28]2[N:29]=[CH:30][C:31]([Br:33])=[CH:32][C:27]2=[N:26]1)([C:18](C)(C)[CH3:19])(C)C.[Br:36][C:37]1[CH:38]=[C:39]([N+:45]([O-:47])=[O:46])[C:40]([CH:43]=[O:44])=[N:41][CH:42]=1.N[C:49]1[C:54]([N+:55]([O-:57])=[O:56])=[CH:53][C:52]([Br:58])=[CH:51][N:50]=1.II.BrC1C=C([N+]([O-])=O)C(I)=NC=1.I([O-])(=O)(=O)=O.[Na+], predict the reaction product. The product is: [NH2:41][C:12]([CH3:13])([CH2:11][N:9]1[CH:8]=[C:5]2[N:6]=[CH:7][C:2]([Br:1])=[CH:3][C:4]2=[N:10]1)[C:24]#[N:25].[Br:33][C:31]1[CH:30]=[N:29][C:28]2=[CH:34][N:25]([CH2:24][C:23](=[O:22])[CH3:35])[N:26]=[C:27]2[CH:32]=1.[Br:36][C:37]1[CH:38]=[C:39]([N+:45]([O-:47])=[O:46])[C:40]([CH:43]=[O:44])=[N:41][CH:42]=1.[Br:58][C:52]1[CH:53]=[C:54]([N+:55]([O-:57])=[O:56])[C:49]([CH:18]=[CH2:19])=[N:50][CH:51]=1.